This data is from Reaction yield outcomes from USPTO patents with 853,638 reactions. The task is: Predict the reaction yield, written as a fraction of the theoretical maximum amount of product (1.0 means a 100% yield; for example, 0.34 means a 34% yield). The reactants are [Br:1][C:2]1[C:8]([F:9])=[CH:7][C:5]([NH2:6])=[C:4]([F:10])[CH:3]=1.Cl[C:12](Cl)(Cl)[CH:13]([OH:15])O.Cl.[NH2:19][OH:20].S(=O)(=O)(O)O. No catalyst specified. The product is [Br:1][C:2]1[C:8]([F:9])=[CH:7][C:5]([NH:6][C:13](=[O:15])[CH:12]=[N:19][OH:20])=[C:4]([F:10])[CH:3]=1. The yield is 0.660.